Task: Regression. Given two drug SMILES strings and cell line genomic features, predict the synergy score measuring deviation from expected non-interaction effect.. Dataset: NCI-60 drug combinations with 297,098 pairs across 59 cell lines (1) Drug 1: C1=C(C(=O)NC(=O)N1)N(CCCl)CCCl. Drug 2: CC12CCC3C(C1CCC2OP(=O)(O)O)CCC4=C3C=CC(=C4)OC(=O)N(CCCl)CCCl.[Na+]. Cell line: SW-620. Synergy scores: CSS=7.31, Synergy_ZIP=-4.23, Synergy_Bliss=-6.47, Synergy_Loewe=-24.0, Synergy_HSA=-6.97. (2) Cell line: HCT116. Synergy scores: CSS=22.9, Synergy_ZIP=8.30, Synergy_Bliss=10.9, Synergy_Loewe=-33.3, Synergy_HSA=9.58. Drug 1: CC1C(C(CC(O1)OC2CC(CC3=C2C(=C4C(=C3O)C(=O)C5=C(C4=O)C(=CC=C5)OC)O)(C(=O)C)O)N)O.Cl. Drug 2: CC1=C(C=C(C=C1)NC(=O)C2=CC=C(C=C2)CN3CCN(CC3)C)NC4=NC=CC(=N4)C5=CN=CC=C5. (3) Drug 1: CC1=C2C(C(=O)C3(C(CC4C(C3C(C(C2(C)C)(CC1OC(=O)C(C(C5=CC=CC=C5)NC(=O)OC(C)(C)C)O)O)OC(=O)C6=CC=CC=C6)(CO4)OC(=O)C)OC)C)OC. Drug 2: C1=NC2=C(N=C(N=C2N1C3C(C(C(O3)CO)O)F)Cl)N. Cell line: MALME-3M. Synergy scores: CSS=29.2, Synergy_ZIP=-2.09, Synergy_Bliss=-2.20, Synergy_Loewe=-0.869, Synergy_HSA=1.18. (4) Drug 1: CCC(=C(C1=CC=CC=C1)C2=CC=C(C=C2)OCCN(C)C)C3=CC=CC=C3.C(C(=O)O)C(CC(=O)O)(C(=O)O)O. Drug 2: C1CC(=O)NC(=O)C1N2C(=O)C3=CC=CC=C3C2=O. Cell line: HS 578T. Synergy scores: CSS=-3.67, Synergy_ZIP=2.16, Synergy_Bliss=0.715, Synergy_Loewe=-0.298, Synergy_HSA=-2.62. (5) Drug 1: COC1=C(C=C2C(=C1)N=CN=C2NC3=CC(=C(C=C3)F)Cl)OCCCN4CCOCC4. Drug 2: CC1C(C(CC(O1)OC2CC(CC3=C2C(=C4C(=C3O)C(=O)C5=C(C4=O)C(=CC=C5)OC)O)(C(=O)CO)O)N)O.Cl. Cell line: SN12C. Synergy scores: CSS=47.3, Synergy_ZIP=-0.0969, Synergy_Bliss=-0.924, Synergy_Loewe=-2.57, Synergy_HSA=1.63.